Dataset: Peptide-MHC class II binding affinity with 134,281 pairs from IEDB. Task: Regression. Given a peptide amino acid sequence and an MHC pseudo amino acid sequence, predict their binding affinity value. This is MHC class II binding data. The peptide sequence is GAYLEEQEQWKTANE. The MHC is DRB1_0701 with pseudo-sequence DRB1_0701. The binding affinity (normalized) is 0.291.